This data is from Full USPTO retrosynthesis dataset with 1.9M reactions from patents (1976-2016). The task is: Predict the reactants needed to synthesize the given product. (1) The reactants are: C(N=C=NC(C)C)(C)C.[F:10][C:11]1[CH:19]=[CH:18][C:14]([C:15]([OH:17])=O)=[CH:13][C:12]=1[N+:20]([O-:22])=[O:21].[CH2:23]([NH:27][CH2:28][CH:29]([CH3:31])[CH3:30])[CH:24]([CH3:26])[CH3:25]. Given the product [F:10][C:11]1[CH:19]=[CH:18][C:14]([C:15]([N:27]([CH2:28][CH:29]([CH3:31])[CH3:30])[CH2:23][CH:24]([CH3:26])[CH3:25])=[O:17])=[CH:13][C:12]=1[N+:20]([O-:22])=[O:21], predict the reactants needed to synthesize it. (2) Given the product [C:1]([O:5][C:6](=[O:8])[NH:7][CH2:28][CH:27]([C:26]1[CH:29]=[CH:30][C:23]([F:22])=[CH:24][CH:25]=1)[OH:12])([CH3:4])([CH3:3])[CH3:2], predict the reactants needed to synthesize it. The reactants are: [C:1]([O:5][C:6](=[O:8])[NH2:7])([CH3:4])([CH3:3])[CH3:2].[OH-].[Na+].Cl[O:12]C(C)(C)C.P([O-])([O-])([O-])=O.[F:22][C:23]1[CH:30]=[CH:29][C:26]([CH:27]=[CH2:28])=[CH:25][CH:24]=1.